This data is from Full USPTO retrosynthesis dataset with 1.9M reactions from patents (1976-2016). The task is: Predict the reactants needed to synthesize the given product. (1) Given the product [F:1][C:2]1[CH:7]=[C:6]([F:8])[CH:5]=[CH:4][C:3]=1[N:13]1[CH2:14][CH2:15][CH2:16][N:10]([C:17]([O:19][C:20]([CH3:23])([CH3:22])[CH3:21])=[O:18])[CH2:11][CH2:12]1, predict the reactants needed to synthesize it. The reactants are: [F:1][C:2]1[CH:7]=[C:6]([F:8])[CH:5]=[CH:4][C:3]=1Br.[N:10]1([C:17]([O:19][C:20]([CH3:23])([CH3:22])[CH3:21])=[O:18])[CH2:16][CH2:15][CH2:14][NH:13][CH2:12][CH2:11]1.C1C=CC(P(C2C(C3C(P(C4C=CC=CC=4)C4C=CC=CC=4)=CC=C4C=3C=CC=C4)=C3C(C=CC=C3)=CC=2)C2C=CC=CC=2)=CC=1.CC(C)([O-])C.[K+]. (2) Given the product [Br:1][C:2]1[CH:3]=[C:4]2[N:9]=[C:21]([C:19]3[N:18]=[N:17][N:16]([C:10]4[CH:11]=[CH:12][CH:13]=[CH:14][CH:15]=4)[CH:20]=3)[NH:8][C:5]2=[N:6][CH:7]=1, predict the reactants needed to synthesize it. The reactants are: [Br:1][C:2]1[CH:3]=[C:4]([NH2:9])[C:5]([NH2:8])=[N:6][CH:7]=1.[C:10]1([N:16]2[CH:20]=[C:19]([CH:21]=O)[N:18]=[N:17]2)[CH:15]=[CH:14][CH:13]=[CH:12][CH:11]=1. (3) The reactants are: Cl[C:2]1[CH:3]=[C:4]2[C:9](=[CH:10][CH:11]=1)[C:8]([CH3:13])([CH3:12])[C:7](=[O:14])[C:6]([C:15]([NH:17][CH2:18][C:19]([O:21][C:22]([CH3:25])([CH3:24])[CH3:23])=[O:20])=[O:16])=[C:5]2[OH:26].[C:27]1([CH3:36])[CH:32]=[CH:31][CH:30]=[CH:29][C:28]=1B(O)O.C([O-])([O-])=O.[K+].[K+].O.CC(C1C=C(C(C)C)C(C2C=CC=CC=2P(C2CCCCC2)C2CCCCC2)=C(C(C)C)C=1)C. Given the product [CH3:36][C:27]1[CH:32]=[CH:31][CH:30]=[CH:29][C:28]=1[C:2]1[CH:3]=[C:4]2[C:9](=[CH:10][CH:11]=1)[C:8]([CH3:13])([CH3:12])[C:7](=[O:14])[C:6]([C:15]([NH:17][CH2:18][C:19]([O:21][C:22]([CH3:24])([CH3:25])[CH3:23])=[O:20])=[O:16])=[C:5]2[OH:26], predict the reactants needed to synthesize it. (4) Given the product [CH3:1][O:2][C:3]1[CH:8]=[CH:7][C:6]([CH:9]([C:34]2[CH:39]=[CH:38][C:37]([O:40][CH3:41])=[CH:36][CH:35]=2)[O:10][CH:11]([C:28]2[CH:29]=[CH:30][CH:31]=[CH:32][CH:33]=2)[CH:12]2[N:13]([C:18](=[O:27])[CH2:19][CH2:20][CH2:21][CH2:22][CH2:23][N:24]([CH3:25])[CH3:26])[CH2:14][CH:15]([O:17][C:42](=[O:48])[CH2:43][CH2:44][C:45]([OH:47])=[O:46])[CH2:16]2)=[CH:5][CH:4]=1, predict the reactants needed to synthesize it. The reactants are: [CH3:1][O:2][C:3]1[CH:8]=[CH:7][C:6]([CH:9]([C:34]2[CH:39]=[CH:38][C:37]([O:40][CH3:41])=[CH:36][CH:35]=2)[O:10][CH:11]([C:28]2[CH:33]=[CH:32][CH:31]=[CH:30][CH:29]=2)[CH:12]2[CH2:16][CH:15]([OH:17])[CH2:14][N:13]2[C:18](=[O:27])[CH2:19][CH2:20][CH2:21][CH2:22][CH2:23][N:24]([CH3:26])[CH3:25])=[CH:5][CH:4]=1.[C:42]1(=[O:48])[O:47][C:45](=[O:46])[CH2:44][CH2:43]1.C(N(CC)CC)C. (5) Given the product [F:26][C:10]([F:9])([F:27])[C:11]1[CH:12]=[CH:13][C:14]([C:17]2[CH:18]=[CH:19][C:20]([C:23]([NH:7][C@@H:4]([CH2:5][NH:6][C:23]([C:20]3[CH:19]=[CH:18][C:17]([C:14]4[CH:15]=[CH:16][C:11]([C:10]([F:9])([F:26])[F:27])=[CH:12][CH:13]=4)=[CH:22][CH:21]=3)=[O:24])[C:3]([OH:2])=[O:8])=[O:24])=[CH:21][CH:22]=2)=[CH:15][CH:16]=1, predict the reactants needed to synthesize it. The reactants are: C[O:2][C:3](=[O:8])[C@@H:4]([NH2:7])[CH2:5][NH2:6].[F:9][C:10]([F:27])([F:26])[C:11]1[CH:16]=[CH:15][C:14]([C:17]2[CH:22]=[CH:21][C:20]([C:23](O)=[O:24])=[CH:19][CH:18]=2)=[CH:13][CH:12]=1. (6) Given the product [CH3:40][C:5]([O:13][C:14]1[CH:15]=[CH:16][C:17]([O:20][CH2:21][CH2:22][C:23]2[N:24]=[C:25]([C:29]3[CH:34]=[CH:33][CH:32]=[C:31]([C:35]4[S:36][CH:37]=[CH:38][CH:39]=4)[CH:30]=3)[O:26][C:27]=2[CH3:28])=[CH:18][CH:19]=1)([CH2:6][C:7]1[CH:8]=[CH:9][CH:10]=[CH:11][CH:12]=1)[C:4]([OH:41])=[O:3], predict the reactants needed to synthesize it. The reactants are: C([O:3][C:4](=[O:41])[C:5]([CH3:40])([O:13][C:14]1[CH:19]=[CH:18][C:17]([O:20][CH2:21][CH2:22][C:23]2[N:24]=[C:25]([C:29]3[CH:34]=[CH:33][CH:32]=[C:31]([C:35]4[S:36][CH:37]=[CH:38][CH:39]=4)[CH:30]=3)[O:26][C:27]=2[CH3:28])=[CH:16][CH:15]=1)[CH2:6][C:7]1[CH:12]=[CH:11][CH:10]=[CH:9][CH:8]=1)C.[OH-].[Na+]. (7) Given the product [N+:1]([C:4]1[CH:5]=[N:6][N:7]([CH2:13][CH2:12][C:11]([OH:15])=[O:10])[CH:8]=1)([O-:3])=[O:2], predict the reactants needed to synthesize it. The reactants are: [N+:1]([C:4]1[CH:5]=[N:6][NH:7][CH:8]=1)([O-:3])=[O:2].C[O:10][C:11](=[O:15])[CH2:12][CH2:13]Br.C(=O)([O-])[O-].[K+].[K+].[OH-].[Li+]. (8) Given the product [F:16][C:17]1[CH:22]=[CH:21][C:20]([C:23]([F:24])([F:25])[F:26])=[CH:19][C:18]=1[N:27]1[CH2:32][CH2:31][N:30]([CH2:7][CH2:8][CH:9]2[CH2:14][CH2:13][C:12](=[O:15])[CH2:11][CH2:10]2)[CH2:29][CH2:28]1, predict the reactants needed to synthesize it. The reactants are: S(O)(=O)(=O)C.O[CH2:7][CH2:8][CH:9]1[CH2:14][CH2:13][C:12](=[O:15])[CH2:11][CH2:10]1.[F:16][C:17]1[CH:22]=[CH:21][C:20]([C:23]([F:26])([F:25])[F:24])=[CH:19][C:18]=1[N:27]1[CH2:32][CH2:31][NH:30][CH2:29][CH2:28]1.C(=O)([O-])[O-].[K+].[K+].O.